Dataset: Reaction yield outcomes from USPTO patents with 853,638 reactions. Task: Predict the reaction yield, written as a fraction of the theoretical maximum amount of product (1.0 means a 100% yield; for example, 0.34 means a 34% yield). (1) The reactants are [C:1]([O:5][C:6]([N:8]([CH3:34])[C:9]1[CH:14]=[CH:13][C:12]([C:15]2[C:16]([C:28]3[CH:33]=[CH:32][CH:31]=[CH:30][CH:29]=3)=[N:17][C:18]3[C:23]([N:24]=2)=[CH:22][C:21]([C:25]([OH:27])=[O:26])=[CH:20][CH:19]=3)=[CH:11][CH:10]=1)=[O:7])([CH3:4])([CH3:3])[CH3:2].[C:35]([O-])([O-])=O.[K+].[K+].CI. The catalyst is CN(C=O)C. The product is [C:1]([O:5][C:6]([N:8]([CH3:34])[C:9]1[CH:10]=[CH:11][C:12]([C:15]2[C:16]([C:28]3[CH:33]=[CH:32][CH:31]=[CH:30][CH:29]=3)=[N:17][C:18]3[C:23]([N:24]=2)=[CH:22][C:21]([C:25]([O:27][CH3:35])=[O:26])=[CH:20][CH:19]=3)=[CH:13][CH:14]=1)=[O:7])([CH3:4])([CH3:3])[CH3:2]. The yield is 0.980. (2) The reactants are [N:1]1([C@@H:5]2[C@H:14]([CH2:15][C:16]3[CH:21]=[CH:20][CH:19]=[CH:18][CH:17]=3)[C:13]3[CH:12]=[C:11]([N:22]4[CH2:25][CH:24]([NH:26]C(=O)OC(C)(C)C)[CH2:23]4)[CH:10]=[CH:9][C:8]=3[CH2:7][CH2:6]2)[CH2:4][CH2:3][CH2:2]1.FC(F)(F)C(O)=O. The catalyst is C(Cl)Cl. The product is [N:1]1([C@@H:5]2[C@H:14]([CH2:15][C:16]3[CH:21]=[CH:20][CH:19]=[CH:18][CH:17]=3)[C:13]3[CH:12]=[C:11]([N:22]4[CH2:25][CH:24]([NH2:26])[CH2:23]4)[CH:10]=[CH:9][C:8]=3[CH2:7][CH2:6]2)[CH2:4][CH2:3][CH2:2]1. The yield is 0.870. (3) The reactants are [CH3:1][C:2]1([CH3:13])[CH2:6][C:5]2[CH:7]=[C:8]([CH:11]=O)[CH:9]=[CH:10][C:4]=2[O:3]1.[NH2:14][C:15]1[CH:20]=[CH:19][CH:18]=[CH:17][CH:16]=1.[BH3-][C:22]#N.[Na+]. The catalyst is CO.[Cl-].[Cl-].[Zn+2]. The product is [CH3:13][C:2]1([CH3:1])[CH:6]=[CH:22][C:5]2[C:4](=[CH:10][CH:9]=[C:8]([CH2:11][NH:14][C:15]3[CH:20]=[CH:19][CH:18]=[CH:17][CH:16]=3)[CH:7]=2)[O:3]1. The yield is 0.840. (4) The reactants are [NH2:1][C@H:2]1[CH2:6][CH2:5][N:4]([C:7]2[C:12]([C:13]([O:15][CH:16]([CH3:18])[CH3:17])=[O:14])=[CH:11][CH:10]=[CH:9][N:8]=2)[CH2:3]1.[CH2:19]([C:21]1[S:25][C:24]([CH:26]=O)=[CH:23][CH:22]=1)[CH3:20].[BH-](OC(C)=O)(OC(C)=O)OC(C)=O.[Na+]. The catalyst is C1COCC1. The product is [CH2:19]([C:21]1[S:25][C:24]([CH2:26][NH:1][C@H:2]2[CH2:6][CH2:5][N:4]([C:7]3[C:12]([C:13]([O:15][CH:16]([CH3:18])[CH3:17])=[O:14])=[CH:11][CH:10]=[CH:9][N:8]=3)[CH2:3]2)=[CH:23][CH:22]=1)[CH3:20]. The yield is 0.320. (5) The reactants are [Cl:1][C:2]1[N:3]=[CH:4][C:5]([C:8]([OH:10])=O)=[N:6][CH:7]=1.C1C=CC2N(O)N=[N:17][C:15]=2C=1.CCN=C=NCCCN(C)C.Cl.CN1CCOCC1.CN.CO. The catalyst is CN(C)C=O.O. The product is [Cl:1][C:2]1[N:3]=[CH:4][C:5]([C:8]([NH:17][CH3:15])=[O:10])=[N:6][CH:7]=1. The yield is 0.270.